Dataset: Forward reaction prediction with 1.9M reactions from USPTO patents (1976-2016). Task: Predict the product of the given reaction. (1) Given the reactants [NH2:1][C:2]1[CH:7]=[C:6]([CH3:8])[CH:5]=[CH:4][C:3]=1[OH:9].[CH3:10][S:11][C:12]1[S:16][C:15]2=[N:17][C:18]([C:20](Cl)=[O:21])=[CH:19][N:14]2[N:13]=1.CCN(C(C)C)C(C)C, predict the reaction product. The product is: [OH:9][C:3]1[CH:4]=[CH:5][C:6]([CH3:8])=[CH:7][C:2]=1[NH:1][C:20]([C:18]1[N:17]=[C:15]2[N:14]([CH:19]=1)[N:13]=[C:12]([S:11][CH3:10])[S:16]2)=[O:21]. (2) Given the reactants [C:1]([O:5][C:6]([N:8]1[CH2:14][CH2:13][C:12]2[C:15]([S:20]C(=O)N(C)C)=[C:16]([Cl:19])[CH:17]=[CH:18][C:11]=2[CH2:10][CH2:9]1)=[O:7])([CH3:4])([CH3:3])[CH3:2].[OH-].[K+].[Cl-].[NH4+].O, predict the reaction product. The product is: [C:1]([O:5][C:6]([N:8]1[CH2:14][CH2:13][C:12]2[C:15]([SH:20])=[C:16]([Cl:19])[CH:17]=[CH:18][C:11]=2[CH2:10][CH2:9]1)=[O:7])([CH3:4])([CH3:2])[CH3:3]. (3) Given the reactants [Br:1][C:2]1[CH:3]=[N:4][N:5]2[CH:10]=[CH:9][C:8]([N:11]3[CH2:16][CH2:15][NH:14][CH2:13][CH2:12]3)=[N:7][C:6]=12.CN(C(ON1N=NC2[CH:28]=[CH:29][CH:30]=[N:31]C1=2)=[N+](C)C)C.F[P-](F)(F)(F)(F)F.[CH2:41](N(CC)CC)C.CN([CH:51]=[O:52])C, predict the reaction product. The product is: [NH2:31][C@@H:30]([CH:29]([CH3:41])[CH3:28])[C:51]([N:14]1[CH2:15][CH2:16][N:11]([C:8]2[CH:9]=[CH:10][N:5]3[N:4]=[CH:3][C:2]([Br:1])=[C:6]3[N:7]=2)[CH2:12][CH2:13]1)=[O:52]. (4) Given the reactants [C:1]([C:3]1[CH:4]=[C:5]([C:9]#[C:10][CH2:11][OH:12])[CH:6]=[CH:7][CH:8]=1)#[N:2], predict the reaction product. The product is: [C:1]([C:3]1[CH:4]=[C:5](/[CH:9]=[CH:10]\[CH2:11][OH:12])[CH:6]=[CH:7][CH:8]=1)#[N:2]. (5) Given the reactants Cl.[NH2:2][OH:3].[CH3:4][C:5]([C:7]1[CH:12]=[CH:11][C:10]([O:13][CH3:14])=[CH:9][CH:8]=1)=O.[OH-].[K+].ClCCl, predict the reaction product. The product is: [CH3:4]/[C:5](/[C:7]1[CH:12]=[CH:11][C:10]([O:13][CH3:14])=[CH:9][CH:8]=1)=[N:2]/[OH:3].